This data is from Forward reaction prediction with 1.9M reactions from USPTO patents (1976-2016). The task is: Predict the product of the given reaction. (1) The product is: [Cl:30][C:31]1[C:32]([F:39])=[C:33]([N:37]2[C:5]([C:7]3[C:12](=[O:13])[C:11]([O:14][CH3:15])=[CH:10][N:9]([C:16]4[CH:21]=[CH:20][C:19]([N:22]5[CH:26]=[CH:25][CH:24]=[N:23]5)=[CH:18][C:17]=4[F:27])[N:8]=3)=[CH:4][CH:3]=[N:38]2)[CH:34]=[CH:35][CH:36]=1. Given the reactants CN(C)[CH:3]=[CH:4][C:5]([C:7]1[C:12](=[O:13])[C:11]([O:14][CH3:15])=[CH:10][N:9]([C:16]2[CH:21]=[CH:20][C:19]([N:22]3[CH:26]=[CH:25][CH:24]=[N:23]3)=[CH:18][C:17]=2[F:27])[N:8]=1)=O.Cl.[Cl:30][C:31]1[C:32]([F:39])=[C:33]([NH:37][NH2:38])[CH:34]=[CH:35][CH:36]=1.O, predict the reaction product. (2) Given the reactants [C:1]([C:3]1[C:4]([CH3:28])=[C:5]([C:22]2[CH:27]=[CH:26][CH:25]=[CH:24][CH:23]=2)[C:6](=O)[N:7]2[C:11]3[CH:12]=[CH:13][CH:14]=[C:15]([C:16]([O:18][CH2:19][CH3:20])=[O:17])[C:10]=3[NH:9][C:8]=12)#[N:2].P(Cl)(Cl)([Cl:31])=O, predict the reaction product. The product is: [C:1]([C:3]1[C:8]2=[N:9][C:10]3[C:15]([C:16]([O:18][CH2:19][CH3:20])=[O:17])=[CH:14][CH:13]=[CH:12][C:11]=3[N:7]2[C:6]([Cl:31])=[C:5]([C:22]2[CH:27]=[CH:26][CH:25]=[CH:24][CH:23]=2)[C:4]=1[CH3:28])#[N:2]. (3) Given the reactants [F:1][C:2]([F:13])([F:12])[C:3]1[CH:8]=[CH:7][C:6]([N:9]=[C:10]=[O:11])=[CH:5][CH:4]=1.[O:14]1[CH2:19][CH2:18][N:17]([CH2:20][CH2:21][CH2:22][O:23][C:24]2[CH:25]=[C:26]([CH:28]=[CH:29][CH:30]=2)[NH2:27])[CH2:16][CH2:15]1, predict the reaction product. The product is: [O:14]1[CH2:15][CH2:16][N:17]([CH2:20][CH2:21][CH2:22][O:23][C:24]2[CH:25]=[C:26]([NH:27][C:10]([NH:9][C:6]3[CH:5]=[CH:4][C:3]([C:2]([F:12])([F:13])[F:1])=[CH:8][CH:7]=3)=[O:11])[CH:28]=[CH:29][CH:30]=2)[CH2:18][CH2:19]1. (4) Given the reactants [C:1]([N:8]1[CH2:13][CH2:12][C:11]([CH3:19])([C:14]([O:16]CC)=[O:15])[CH2:10][CH2:9]1)([O:3][C:4]([CH3:7])([CH3:6])[CH3:5])=[O:2], predict the reaction product. The product is: [C:4]([O:3][C:1]([N:8]1[CH2:13][CH2:12][C:11]([CH3:19])([C:14]([OH:16])=[O:15])[CH2:10][CH2:9]1)=[O:2])([CH3:7])([CH3:5])[CH3:6]. (5) Given the reactants O[CH2:2][CH2:3][N:4]([C:9]1[CH:10]=[C:11]2[C:15](=[CH:16][CH:17]=1)[C:14](=[O:18])[N:13]([CH2:19][C:20]([O:22][CH2:23][C:24]1[CH:29]=[CH:28][CH:27]=[CH:26][CH:25]=1)=[O:21])[C:12]2=[O:30])[S:5]([CH3:8])(=[O:7])=[O:6].C(Br)(Br)(Br)[Br:32].C1(P(C2C=CC=CC=2)C2C=CC=CC=2)C=CC=CC=1, predict the reaction product. The product is: [Br:32][CH2:2][CH2:3][N:4]([C:9]1[CH:10]=[C:11]2[C:15](=[CH:16][CH:17]=1)[C:14](=[O:18])[N:13]([CH2:19][C:20]([O:22][CH2:23][C:24]1[CH:29]=[CH:28][CH:27]=[CH:26][CH:25]=1)=[O:21])[C:12]2=[O:30])[S:5]([CH3:8])(=[O:7])=[O:6]. (6) Given the reactants [Br:1][CH2:2][C:3]([C:5]1[C:14]([F:15])=[CH:13][CH:12]=[C:11]2[C:6]=1[N:7]=[C:8]([NH:17][C:18]([CH3:21])([CH3:20])[CH3:19])[C:9]([CH3:16])=[N:10]2)=[O:4].FC1C(C(=O)C)=C2C(=CC=1)N=C(C)C(NC1(C)CC1)=N2, predict the reaction product. The product is: [Br:1][CH2:2][C:3]([C:5]1[C:14]([F:15])=[CH:13][CH:12]=[C:11]2[C:6]=1[N:7]=[C:8]([NH:17][C:18]1([CH3:21])[CH2:20][CH2:19]1)[C:9]([CH3:16])=[N:10]2)=[O:4].